This data is from Peptide-MHC class I binding affinity with 185,985 pairs from IEDB/IMGT. The task is: Regression. Given a peptide amino acid sequence and an MHC pseudo amino acid sequence, predict their binding affinity value. This is MHC class I binding data. (1) The peptide sequence is ALGGSCHTT. The MHC is HLA-A02:11 with pseudo-sequence HLA-A02:11. The binding affinity (normalized) is 0.0847. (2) The peptide sequence is IMPKTGFLII. The MHC is Mamu-A01 with pseudo-sequence Mamu-A01. The binding affinity (normalized) is 0.247. (3) The peptide sequence is EKYGHLCKYH. The MHC is HLA-A03:01 with pseudo-sequence HLA-A03:01. The binding affinity (normalized) is 0.